From a dataset of Full USPTO retrosynthesis dataset with 1.9M reactions from patents (1976-2016). Predict the reactants needed to synthesize the given product. (1) Given the product [F:1][C:2]1[CH:3]=[C:4]([CH:42]=[CH:43][CH:44]=1)[CH2:5][N:6]1[C:14]2[CH:13]=[CH:48][C:49]3[N:10]([C:11]([CH3:12])=[N:15][N:16]=3)[C:9]=2[CH:8]=[C:7]1[C:31]([OH:33])=[O:32], predict the reactants needed to synthesize it. The reactants are: [F:1][C:2]1[CH:3]=[C:4]([CH:42]=[CH:43][CH:44]=1)[CH2:5][N:6]1[C:14]2[C:9](=[N:10][C:11]([N:15](C(OC(C)(C)C)=O)[NH:16]C(OC(C)(C)C)=O)=[CH:12][CH:13]=2)[CH:8]=[C:7]1[C:31]([O:33]CC1C=CC=C(F)C=1)=[O:32].[OH-].[Na+].O.[CH3:48][C:49](O)=O. (2) Given the product [CH:16]1([NH:22][C:23]2[CH:32]=[C:31]3[C:26]([C:27](=[O:39])[C:28]([O:38][C:8]4[CH:15]=[CH:14][C:11]([C:12]#[N:13])=[CH:10][CH:9]=4)=[CH:29][N:30]3[CH:33]3[CH2:37][CH2:36][CH2:35][CH2:34]3)=[CH:25][C:24]=2[F:40])[CH2:17][CH2:18][CH2:19][CH2:20][CH2:21]1, predict the reactants needed to synthesize it. The reactants are: C(=O)([O-])[O-].[K+].[K+].F[C:8]1[CH:15]=[CH:14][C:11]([C:12]#[N:13])=[CH:10][CH:9]=1.[CH:16]1([NH:22][C:23]2[CH:32]=[C:31]3[C:26]([C:27](=[O:39])[C:28]([OH:38])=[CH:29][N:30]3[CH:33]3[CH2:37][CH2:36][CH2:35][CH2:34]3)=[CH:25][C:24]=2[F:40])[CH2:21][CH2:20][CH2:19][CH2:18][CH2:17]1.[Cl-].[NH4+]. (3) Given the product [CH3:49][O:50][CH2:51][CH2:52][N:53]([CH3:54])[C:22]([C:7]1[C:8]2[CH2:9][CH2:10][C:11]3([NH:20][C:21]=2[C:4]2[N:3]=[C:2]([CH3:1])[N:25]([CH3:26])[C:5]=2[CH:6]=1)[CH2:12][C:13]1[C:18](=[CH:17][CH:16]=[CH:15][CH:14]=1)[CH2:19]3)=[O:24], predict the reactants needed to synthesize it. The reactants are: [CH3:1][C:2]1[N:25]([CH3:26])[C:5]2[CH:6]=[C:7]([C:22]([OH:24])=O)[C:8]3[CH2:9][CH2:10][C:11]4([NH:20][C:21]=3[C:4]=2[N:3]=1)[CH2:19][C:18]1[C:13](=[CH:14][CH:15]=[CH:16][CH:17]=1)[CH2:12]4.F[B-](F)(F)F.N1(OC(N(C)C)=[N+](C)C)C2C=CC=CC=2N=N1.[CH3:49][O:50][CH2:51][CH2:52][NH:53][CH3:54]. (4) Given the product [CH2:15]([C:2]1[CH:11]=[CH:10][C:9]2[C:4](=[C:5]([F:12])[CH:6]=[CH:7][CH:8]=2)[C:3]=1[CH:13]=[O:14])[CH3:16], predict the reactants needed to synthesize it. The reactants are: Br[C:2]1[CH:11]=[CH:10][C:9]2[C:4](=[C:5]([F:12])[CH:6]=[CH:7][CH:8]=2)[C:3]=1[CH:13]=[O:14].[CH2:15]([Sn](CC)(CC)CC)[CH3:16].O. (5) Given the product [CH:39]1([NH:42][C:43]([C:45]2[CH:50]=[C:49]([C:2]3[CH:3]=[C:4]4[C:8](=[CH:9][CH:10]=3)[N:7]([CH:11]3[CH2:16][CH2:15][CH2:14][CH2:13][O:12]3)[N:6]=[C:5]4[C:17]3[N:22]=[C:21]([O:23][C@H:24]4[CH2:31][N:30]([C:32]([O:34][C:35]([CH3:36])([CH3:38])[CH3:37])=[O:33])[CH2:29][CH2:28][C:25]54[CH2:27][CH2:26]5)[CH:20]=[N:19][CH:18]=3)[CH:48]=[CH:47][CH:46]=2)=[O:44])[CH2:40][CH2:41]1, predict the reactants needed to synthesize it. The reactants are: Br[C:2]1[CH:3]=[C:4]2[C:8](=[CH:9][CH:10]=1)[N:7]([CH:11]1[CH2:16][CH2:15][CH2:14][CH2:13][O:12]1)[N:6]=[C:5]2[C:17]1[N:22]=[C:21]([O:23][C@H:24]2[CH2:31][N:30]([C:32]([O:34][C:35]([CH3:38])([CH3:37])[CH3:36])=[O:33])[CH2:29][CH2:28][C:25]32[CH2:27][CH2:26]3)[CH:20]=[N:19][CH:18]=1.[CH:39]1([NH:42][C:43]([C:45]2[CH:46]=[C:47](B(O)O)[CH:48]=[CH:49][CH:50]=2)=[O:44])[CH2:41][CH2:40]1.C([O-])([O-])=O.[Na+].[Na+]. (6) Given the product [CH3:10][C:8]1[S:7][C:6]2[NH:11][C:13](=[O:14])[NH:12][C:3](=[O:4])[C:5]=2[CH:9]=1, predict the reactants needed to synthesize it. The reactants are: CO[C:3]([C:5]1[CH:9]=[C:8]([CH3:10])[S:7][C:6]=1[NH2:11])=[O:4].[NH2:12][C:13](N)=[O:14]. (7) Given the product [N:6]1[CH:7]=[CH:8][C:3]([C:21]2[CH:22]=[C:17]([CH:18]=[CH:19][CH:20]=2)[CH:15]=[O:16])=[CH:4][CH:5]=1, predict the reactants needed to synthesize it. The reactants are: Cl.Br[C:3]1[CH:8]=[CH:7][N:6]=[CH:5][CH:4]=1.C([O-])([O-])=O.[Na+].[Na+].[CH:15]([C:17]1[CH:18]=[C:19](B(O)O)[CH:20]=[CH:21][CH:22]=1)=[O:16]. (8) Given the product [CH2:28]([O:27][C:25]([N:11]1[CH:10]([C:12]([OH:14])=[O:13])[CH2:9][S:8][CH:7]1[C:3]1[N:2]([CH3:1])[CH:6]=[CH:5][N:4]=1)=[O:26])[C:29]1[CH:34]=[CH:33][CH:32]=[CH:31][CH:30]=1, predict the reactants needed to synthesize it. The reactants are: [CH3:1][N:2]1[CH:6]=[CH:5][N:4]=[C:3]1[C@@H:7]1[NH:11][CH:10]([C:12]([OH:14])=[O:13])[CH2:9][S:8]1.CCN(C(C)C)C(C)C.Cl[C:25]([O:27][CH2:28][C:29]1[CH:34]=[CH:33][CH:32]=[CH:31][CH:30]=1)=[O:26]. (9) Given the product [Cl:6][C:7]1[CH:40]=[CH:39][CH:38]=[C:37]([C:41]([F:43])([F:42])[F:44])[C:8]=1[C:9]([N:11]1[C:19]2[C:14](=[CH:15][CH:16]=[C:17]([C:20]3[O:26][C:23]([CH3:24])=[CH:22][N:21]=3)[CH:18]=2)[C:13]([C:27]2[CH:36]=[CH:35][C:30]([C:31]([O:33][CH3:34])=[O:32])=[CH:29][CH:28]=2)=[N:12]1)=[O:10], predict the reactants needed to synthesize it. The reactants are: O=P(Cl)(Cl)Cl.[Cl:6][C:7]1[CH:40]=[CH:39][CH:38]=[C:37]([C:41]([F:44])([F:43])[F:42])[C:8]=1[C:9]([N:11]1[C:19]2[C:14](=[CH:15][CH:16]=[C:17]([C:20](=[O:26])[NH:21][CH2:22][C:23](=O)[CH3:24])[CH:18]=2)[C:13]([C:27]2[CH:36]=[CH:35][C:30]([C:31]([O:33][CH3:34])=[O:32])=[CH:29][CH:28]=2)=[N:12]1)=[O:10].C([O-])(O)=O.[Na+].